This data is from Peptide-MHC class I binding affinity with 185,985 pairs from IEDB/IMGT. The task is: Regression. Given a peptide amino acid sequence and an MHC pseudo amino acid sequence, predict their binding affinity value. This is MHC class I binding data. (1) The peptide sequence is SYILFLSCI. The MHC is H-2-Dd with pseudo-sequence H-2-Dd. The binding affinity (normalized) is 0. (2) The peptide sequence is ICDDVLSKY. The MHC is HLA-A01:01 with pseudo-sequence HLA-A01:01. The binding affinity (normalized) is 0.255. (3) The peptide sequence is LAYFPVFRFLNGS. The MHC is HLA-A02:02 with pseudo-sequence HLA-A02:02. The binding affinity (normalized) is 0.0556. (4) The peptide sequence is KTKDYVNGL. The MHC is HLA-B53:01 with pseudo-sequence HLA-B53:01. The binding affinity (normalized) is 0.381. (5) The peptide sequence is NMLDDFSAGA. The MHC is HLA-A02:02 with pseudo-sequence HLA-A02:02. The binding affinity (normalized) is 0.471. (6) The peptide sequence is QTFDFGRL. The MHC is H-2-Db with pseudo-sequence H-2-Db. The binding affinity (normalized) is 0. (7) The peptide sequence is AFKVPGVKTV. The MHC is HLA-A26:01 with pseudo-sequence HLA-A26:01. The binding affinity (normalized) is 0.